This data is from Forward reaction prediction with 1.9M reactions from USPTO patents (1976-2016). The task is: Predict the product of the given reaction. Given the reactants [CH3:1][C:2]1([CH3:22])[CH2:7][CH2:6][CH:5]([N:8]([C@H:17]2[CH2:21][CH2:20][NH:19][CH2:18]2)[C:9](=[O:16])[C:10]([CH3:15])([CH3:14])[C:11](=[O:13])[CH3:12])[CH2:4][CH2:3]1.[C:23]([N:27]1[CH2:31][C@@H:30]([C:32]2[CH:37]=[CH:36][C:35]([Cl:38])=[CH:34][CH:33]=2)[C@H:29]([C:39](O)=[O:40])[CH2:28]1)([CH3:26])([CH3:25])[CH3:24], predict the reaction product. The product is: [ClH:38].[C:23]([N:27]1[CH2:31][C@@H:30]([C:32]2[CH:33]=[CH:34][C:35]([Cl:38])=[CH:36][CH:37]=2)[C@H:29]([C:39]([N:19]2[CH2:20][CH2:21][C@H:17]([N:8]([CH:5]3[CH2:6][CH2:7][C:2]([CH3:22])([CH3:1])[CH2:3][CH2:4]3)[C:9](=[O:16])[C:10]([CH3:14])([CH3:15])[C:11](=[O:13])[CH3:12])[CH2:18]2)=[O:40])[CH2:28]1)([CH3:26])([CH3:25])[CH3:24].